This data is from Reaction yield outcomes from USPTO patents with 853,638 reactions. The task is: Predict the reaction yield, written as a fraction of the theoretical maximum amount of product (1.0 means a 100% yield; for example, 0.34 means a 34% yield). (1) The reactants are [CH2:1]([C:3]([C:21]1[CH:41]=[CH:40][C:24]([O:25][CH2:26][CH2:27][CH2:28][N:29]2C(=O)C3C(=CC=CC=3)C2=O)=[C:23]([CH3:42])[CH:22]=1)([C:6]1[CH:11]=[CH:10][C:9]([CH2:12][CH2:13][CH:14]([OH:19])[C:15]([CH3:18])([CH3:17])[CH3:16])=[C:8]([CH3:20])[CH:7]=1)[CH2:4][CH3:5])[CH3:2].O.NN. The catalyst is CCO. The product is [NH2:29][CH2:28][CH2:27][CH2:26][O:25][C:24]1[CH:40]=[CH:41][C:21]([C:3]([C:6]2[CH:11]=[CH:10][C:9]([CH2:12][CH2:13][CH:14]([OH:19])[C:15]([CH3:17])([CH3:16])[CH3:18])=[C:8]([CH3:20])[CH:7]=2)([CH2:4][CH3:5])[CH2:1][CH3:2])=[CH:22][C:23]=1[CH3:42]. The yield is 0.740. (2) The reactants are [NH2:1][C:2]1[CH:7]=[C:6]([OH:8])[CH:5]=[CH:4][C:3]=1[S:9][C:10]1[CH:15]=[CH:14][C:13]([NH:16][C:17](=[O:19])[CH3:18])=[CH:12][CH:11]=1.[CH3:20][C:21]([CH2:23]Br)=[CH2:22].C(=O)([O-])[O-].[K+].[K+]. The catalyst is CN(C=O)C. The product is [NH2:1][C:2]1[CH:7]=[C:6]([O:8][CH2:22][C:21]([CH3:23])=[CH2:20])[CH:5]=[CH:4][C:3]=1[S:9][C:10]1[CH:15]=[CH:14][C:13]([NH:16][C:17](=[O:19])[CH3:18])=[CH:12][CH:11]=1. The yield is 1.00.